This data is from Full USPTO retrosynthesis dataset with 1.9M reactions from patents (1976-2016). The task is: Predict the reactants needed to synthesize the given product. (1) The reactants are: [CH2:1]([C:5]1[CH:10]=[CH:9][C:8]([S:11](Cl)(=[O:13])=[O:12])=[C:7]([Cl:15])[CH:6]=1)[CH2:2][CH2:3][CH3:4].[NH2:16][C:17]1[CH:21]=[CH:20][S:19][C:18]=1[C:22]([O:24][CH3:25])=[O:23].N1C=CC=CC=1. Given the product [CH2:1]([C:5]1[CH:10]=[CH:9][C:8]([S:11]([NH:16][C:17]2[CH:21]=[CH:20][S:19][C:18]=2[C:22]([O:24][CH3:25])=[O:23])(=[O:13])=[O:12])=[C:7]([Cl:15])[CH:6]=1)[CH2:2][CH2:3][CH3:4], predict the reactants needed to synthesize it. (2) Given the product [F:4][C:5]1[C:10]([F:11])=[C:9]([C:12]#[C:13][C:14]2[CH:19]=[CH:18][CH:17]=[CH:16][C:15]=2[NH2:20])[C:8]([F:23])=[C:7]([F:24])[N:6]=1, predict the reactants needed to synthesize it. The reactants are: Cl[Sn]Cl.[F:4][C:5]1[C:10]([F:11])=[C:9]([C:12]#[C:13][C:14]2[CH:19]=[CH:18][CH:17]=[CH:16][C:15]=2[N+:20]([O-])=O)[C:8]([F:23])=[C:7]([F:24])[N:6]=1.